Dataset: Catalyst prediction with 721,799 reactions and 888 catalyst types from USPTO. Task: Predict which catalyst facilitates the given reaction. (1) Reactant: [F:1][C:2]1[CH:10]=[N:9][CH:8]=[C:7]([NH:11][C:12]2[CH:17]=[CH:16][C:15]([I:18])=[CH:14][C:13]=2[F:19])[C:3]=1[C:4](O)=[O:5].C(N1C=CN=C1)([N:22]1C=CN=C1)=O.N. Product: [F:1][C:2]1[CH:10]=[N:9][CH:8]=[C:7]([NH:11][C:12]2[CH:17]=[CH:16][C:15]([I:18])=[CH:14][C:13]=2[F:19])[C:3]=1[C:4]([NH2:22])=[O:5]. The catalyst class is: 3. (2) Reactant: [F:1][C:2]([F:21])([F:20])[C:3]1[CH:4]=[C:5]([C:13]([CH3:19])([CH3:18])[C:14]([O:16]C)=[O:15])[CH:6]=[C:7]([C:9]([F:12])([F:11])[F:10])[CH:8]=1.[OH-].[K+].Cl. Product: [F:1][C:2]([F:20])([F:21])[C:3]1[CH:4]=[C:5]([C:13]([CH3:18])([CH3:19])[C:14]([OH:16])=[O:15])[CH:6]=[C:7]([C:9]([F:11])([F:12])[F:10])[CH:8]=1. The catalyst class is: 5. (3) Reactant: [N+:1]([C:4]1[CH:12]=[C:11]2[C:7]([CH:8]=[N:9][NH:10]2)=[CH:6][CH:5]=1)([O-:3])=[O:2].[H-].[Na+].[CH3:15]I. The catalyst class is: 1. Product: [CH3:15][N:10]1[C:11]2[C:7](=[CH:6][CH:5]=[C:4]([N+:1]([O-:3])=[O:2])[CH:12]=2)[CH:8]=[N:9]1.